Dataset: Reaction yield outcomes from USPTO patents with 853,638 reactions. Task: Predict the reaction yield, written as a fraction of the theoretical maximum amount of product (1.0 means a 100% yield; for example, 0.34 means a 34% yield). (1) The reactants are C[O:2][C:3]1[C:8]([CH2:9][N:10]([C:14]2[CH:19]=[CH:18][CH:17]=[CH:16][C:15]=2[O:20][C:21]2[CH:26]=[CH:25][CH:24]=[CH:23][CH:22]=2)C(=O)C)=[CH:7][CH:6]=[CH:5][N:4]=1.Br. No catalyst specified. The product is [O:20]([C:15]1[CH:16]=[CH:17][CH:18]=[CH:19][C:14]=1[NH:10][CH2:9][C:8]1[C:3]([OH:2])=[N:4][CH:5]=[CH:6][CH:7]=1)[C:21]1[CH:22]=[CH:23][CH:24]=[CH:25][CH:26]=1. The yield is 1.00. (2) The reactants are [C:1]([O:5][C:6]([C@H:8]1[C@H:12]([C:13]2[CH:18]=[CH:17][CH:16]=[C:15]([Cl:19])[C:14]=2[F:20])[C@:11]([C:23]2[CH:28]=[CH:27][C:26]([Cl:29])=[CH:25][C:24]=2[F:30])([C:21]#[N:22])[C@@H:10]([CH3:31])[NH:9]1)=[O:7])([CH3:4])([CH3:3])[CH3:2].[CH3:32][C:33]1[CH:34]=[C:35]([CH:38]=[CH:39][CH:40]=1)[CH2:36]Br.C(=O)([O-])[O-].[Cs+].[Cs+]. The catalyst is CN(C=O)C. The product is [C:1]([O:5][C:6]([CH:8]1[CH:12]([C:13]2[CH:18]=[CH:17][CH:16]=[C:15]([Cl:19])[C:14]=2[F:20])[C:11]([C:23]2[CH:28]=[CH:27][C:26]([Cl:29])=[CH:25][C:24]=2[F:30])([C:21]#[N:22])[CH:10]([CH3:31])[N:9]1[CH2:32][C:33]1[CH:40]=[CH:39][CH:38]=[C:35]([CH3:36])[CH:34]=1)=[O:7])([CH3:4])([CH3:2])[CH3:3]. The yield is 0.800.